This data is from Full USPTO retrosynthesis dataset with 1.9M reactions from patents (1976-2016). The task is: Predict the reactants needed to synthesize the given product. (1) Given the product [C:1]([N:4]1[C:12]2[C:7](=[CH:8][CH:9]=[CH:10][CH:11]=2)[CH2:6][CH:5]1[C:13]1[N:14]=[C:16]([CH2:17][CH2:18][CH3:19])[NH:21][N:22]=1)(=[O:3])[CH3:2], predict the reactants needed to synthesize it. The reactants are: [C:1]([N:4]1[C:12]2[C:7](=[CH:8][CH:9]=[CH:10][CH:11]=2)[CH2:6][CH:5]1[C:13](=S)[NH2:14])(=[O:3])[CH3:2].[C:16]([NH:21][NH2:22])(=O)[CH2:17][CH2:18][CH3:19]. (2) Given the product [Cl:14][C:15]1[CH:20]=[CH:19][C:18]([C:21]2[CH:22]=[CH:23][C:24]([C:27]#[C:28][C:29]3[CH:30]=[CH:31][C:32](/[C:35](/[CH3:44])=[CH:36]/[C@@H:37]([N:39]([CH2:40][CH:41]4[CH2:43][CH2:42]4)[CH2:2][CH2:3][CH3:4])[CH3:38])=[CH:33][CH:34]=3)=[N:25][CH:26]=2)=[CH:17][CH:16]=1, predict the reactants needed to synthesize it. The reactants are: Br[CH2:2][CH2:3][CH3:4].C(N(C(C)C)C(C)C)C.[Cl:14][C:15]1[CH:20]=[CH:19][C:18]([C:21]2[CH:22]=[CH:23][C:24]([C:27]#[C:28][C:29]3[CH:34]=[CH:33][C:32](/[C:35](/[CH3:44])=[CH:36]/[C@@H:37]([NH:39][CH2:40][CH:41]4[CH2:43][CH2:42]4)[CH3:38])=[CH:31][CH:30]=3)=[N:25][CH:26]=2)=[CH:17][CH:16]=1.C(=O)(O)[O-].[Na+]. (3) Given the product [Br:1][C:2]1[CH:9]=[CH:8][C:5]([CH2:6][NH:7][S:27]([C:22]2[CH:23]=[CH:24][CH:25]=[CH:26][C:21]=2[O:20][CH3:19])(=[O:29])=[O:28])=[CH:4][CH:3]=1, predict the reactants needed to synthesize it. The reactants are: [Br:1][C:2]1[CH:9]=[CH:8][C:5]([CH2:6][NH2:7])=[CH:4][CH:3]=1.CCN(C(C)C)C(C)C.[CH3:19][O:20][C:21]1[CH:26]=[CH:25][CH:24]=[CH:23][C:22]=1[S:27](Cl)(=[O:29])=[O:28]. (4) Given the product [OH:17][C@H:9]1[C@@H:10]([OH:16])[C@H:11]([OH:12])[C@@H:6]([CH2:5][OH:4])[O:7][C@@H:8]1[C:18]1[CH:19]=[CH:20][C:21]([O:24][C:31]2[CH:30]=[C:29]([CH2:28][C:27]([O:26][CH3:25])=[O:38])[CH:34]=[CH:33][CH:32]=2)=[CH:22][CH:23]=1, predict the reactants needed to synthesize it. The reactants are: C([O:4][CH2:5][C@@H:6]1[C@@H:11]([O:12]C(=O)C)[C@H:10]([OH:16])[C@H:9]([OH:17])[C@@H:8]([C:18]2[CH:23]=[CH:22][C:21]([OH:24])=[CH:20][CH:19]=2)[O:7]1)(=O)C.[CH3:25][O:26][C:27](=[O:38])[CH2:28][C:29]1[CH:30]=[C:31](B(O)O)[CH:32]=[CH:33][CH:34]=1. (5) Given the product [C:1]([O:5][C:6]([N:8]1[CH2:13][CH2:12][CH2:11][C@H:10]([CH2:14][NH:15][C:23](=[O:25])[CH3:24])[CH2:9]1)=[O:7])([CH3:4])([CH3:3])[CH3:2], predict the reactants needed to synthesize it. The reactants are: [C:1]([O:5][C:6]([N:8]1[CH2:13][CH2:12][CH2:11][C@H:10]([CH2:14][NH2:15])[CH2:9]1)=[O:7])([CH3:4])([CH3:3])[CH3:2].C(N(CC)CC)C.[C:23](Cl)(=[O:25])[CH3:24].O. (6) Given the product [CH2:1]([O:8][C:9]1[CH:18]=[C:17]([O:19][CH2:20][C:21]2[CH:26]=[CH:25][CH:24]=[CH:23][CH:22]=2)[C:16]([CH:37]2[CH2:39][CH2:38]2)=[C:15]2[C:10]=1[C:11](=[O:36])[CH:12]=[C:13]([C:28]1[CH:33]=[CH:32][C:31]([O:34][CH3:35])=[CH:30][CH:29]=1)[O:14]2)[C:2]1[CH:7]=[CH:6][CH:5]=[CH:4][CH:3]=1, predict the reactants needed to synthesize it. The reactants are: [CH2:1]([O:8][C:9]1[CH:18]=[C:17]([O:19][CH2:20][C:21]2[CH:26]=[CH:25][CH:24]=[CH:23][CH:22]=2)[C:16](I)=[C:15]2[C:10]=1[C:11](=[O:36])[CH:12]=[C:13]([C:28]1[CH:33]=[CH:32][C:31]([O:34][CH3:35])=[CH:30][CH:29]=1)[O:14]2)[C:2]1[CH:7]=[CH:6][CH:5]=[CH:4][CH:3]=1.[CH:37]1(B(O)O)[CH2:39][CH2:38]1.Cl. (7) Given the product [C:18]([O:9][C:6]1[C:4](=[O:5])[CH:3]=[C:2]([CH3:1])[O:8][CH:7]=1)(=[O:25])[C:19]1[CH:24]=[CH:23][CH:22]=[N:21][CH:20]=1, predict the reactants needed to synthesize it. The reactants are: [CH3:1][C:2]1[O:8][CH:7]=[C:6]([OH:9])[C:4](=[O:5])[CH:3]=1.C(N(CC)CC)C.Cl.[C:18](Cl)(=[O:25])[C:19]1[CH:24]=[CH:23][CH:22]=[N:21][CH:20]=1.